Dataset: NCI-60 drug combinations with 297,098 pairs across 59 cell lines. Task: Regression. Given two drug SMILES strings and cell line genomic features, predict the synergy score measuring deviation from expected non-interaction effect. (1) Drug 1: CC=C1C(=O)NC(C(=O)OC2CC(=O)NC(C(=O)NC(CSSCCC=C2)C(=O)N1)C(C)C)C(C)C. Drug 2: CN(C(=O)NC(C=O)C(C(C(CO)O)O)O)N=O. Cell line: HL-60(TB). Synergy scores: CSS=67.4, Synergy_ZIP=-4.65, Synergy_Bliss=-5.95, Synergy_Loewe=-51.8, Synergy_HSA=-6.69. (2) Drug 1: CC1=C(C(=O)C2=C(C1=O)N3CC4C(C3(C2COC(=O)N)OC)N4)N. Drug 2: N.N.Cl[Pt+2]Cl. Cell line: HCC-2998. Synergy scores: CSS=37.3, Synergy_ZIP=-6.82, Synergy_Bliss=-6.85, Synergy_Loewe=3.50, Synergy_HSA=4.64. (3) Drug 1: CC12CCC(CC1=CCC3C2CCC4(C3CC=C4C5=CN=CC=C5)C)O. Drug 2: C1=NNC2=C1C(=O)NC=N2. Cell line: SR. Synergy scores: CSS=7.30, Synergy_ZIP=-6.22, Synergy_Bliss=-12.3, Synergy_Loewe=-36.9, Synergy_HSA=-13.3. (4) Drug 1: C1=C(C(=O)NC(=O)N1)F. Drug 2: C(CCl)NC(=O)N(CCCl)N=O. Cell line: KM12. Synergy scores: CSS=32.2, Synergy_ZIP=-5.17, Synergy_Bliss=-11.7, Synergy_Loewe=-16.3, Synergy_HSA=-11.6. (5) Drug 1: COC1=C(C=C2C(=C1)N=CN=C2NC3=CC(=C(C=C3)F)Cl)OCCCN4CCOCC4. Drug 2: N.N.Cl[Pt+2]Cl. Synergy scores: CSS=20.1, Synergy_ZIP=-4.74, Synergy_Bliss=0.784, Synergy_Loewe=-3.38, Synergy_HSA=0.174. Cell line: T-47D. (6) Drug 1: CC1=C(C=C(C=C1)NC2=NC=CC(=N2)N(C)C3=CC4=NN(C(=C4C=C3)C)C)S(=O)(=O)N.Cl. Drug 2: C1C(C(OC1N2C=C(C(=O)NC2=O)F)CO)O. Cell line: HL-60(TB). Synergy scores: CSS=71.0, Synergy_ZIP=20.6, Synergy_Bliss=12.6, Synergy_Loewe=-46.0, Synergy_HSA=-0.588.